Dataset: Forward reaction prediction with 1.9M reactions from USPTO patents (1976-2016). Task: Predict the product of the given reaction. The product is: [F:1][C:2]1[CH:7]=[CH:6][CH:5]=[CH:4][C:3]=1[N:8]1[C:12]([C:13]2[CH:14]=[CH:15][N:16]=[CH:17][CH:18]=2)=[C:11]([C:19]2[O:20][N:41]=[C:25]([C:26]3[CH:27]=[CH:28][C:29]([CH2:30][NH:31][C:32](=[O:38])[O:33][C:34]([CH3:35])([CH3:36])[CH3:37])=[CH:39][CH:40]=3)[N:24]=2)[N:10]=[N:9]1. Given the reactants [F:1][C:2]1[CH:7]=[CH:6][CH:5]=[CH:4][C:3]=1[N:8]1[C:12]([C:13]2[CH:18]=[CH:17][N:16]=[CH:15][CH:14]=2)=[C:11]([C:19](OCC)=[O:20])[N:10]=[N:9]1.[NH2:24][C:25](=[N:41]O)[C:26]1[CH:40]=[CH:39][C:29]([CH2:30][NH:31][C:32](=[O:38])[O:33][C:34]([CH3:37])([CH3:36])[CH3:35])=[CH:28][CH:27]=1, predict the reaction product.